From a dataset of Reaction yield outcomes from USPTO patents with 853,638 reactions. Predict the reaction yield, written as a fraction of the theoretical maximum amount of product (1.0 means a 100% yield; for example, 0.34 means a 34% yield). (1) The reactants are [CH3:1][C:2]1([CH3:15])[O:6][C@@H:5]([CH2:7][C:8]2[CH:13]=[CH:12][C:11]([OH:14])=[CH:10][CH:9]=2)[CH2:4][O:3]1.C(=O)([O-])[O-].[K+].[K+].[CH2:22]([O:24][C:25](=[O:29])[C:26]#[C:27][CH3:28])[CH3:23]. The catalyst is CN(C)C1C=CN=CC=1.O1CCCC1. The product is [CH2:22]([O:24][C:25](=[O:29])/[CH:26]=[C:27](/[O:14][C:11]1[CH:12]=[CH:13][C:8]([CH2:7][C@H:5]2[CH2:4][O:3][C:2]([CH3:15])([CH3:1])[O:6]2)=[CH:9][CH:10]=1)\[CH3:28])[CH3:23]. The yield is 0.410. (2) The reactants are [O:1]1[C:5]2[CH:6]=[CH:7][CH:8]=[CH:9][C:4]=2[C:3]([C:10]2[CH:11]=[N:12][NH:13][C:14]=2[NH2:15])=[N:2]1.[CH2:16]([N:18]1[C:26]2[C:21](=[CH:22][C:23]([C:27](=O)[CH2:28][C:29](OCC)=[O:30])=[CH:24][CH:25]=2)[CH:20]=[N:19]1)[CH3:17].CC1C=CC(S(O)(=O)=O)=CC=1. The catalyst is CCCCO. The product is [O:1]1[C:5]2[CH:6]=[CH:7][CH:8]=[CH:9][C:4]=2[C:3]([C:10]2[CH:11]=[N:12][N:13]3[C:29](=[O:30])[CH:28]=[C:27]([C:23]4[CH:22]=[C:21]5[C:26](=[CH:25][CH:24]=4)[N:18]([CH2:16][CH3:17])[N:19]=[CH:20]5)[NH:15][C:14]=23)=[N:2]1. The yield is 0.400. (3) The yield is 0.0600. The product is [C:15]1([C:2]2[O:3][C:4]([N:9]3[CH2:14][CH2:13][O:12][CH2:11][CH2:10]3)=[CH:5][C:6](=[O:8])[CH:7]=2)[C:23]2[C:22]3[CH:24]=[CH:25][CH:26]=[CH:27][C:21]=3[S:20][C:19]=2[CH:18]=[CH:17][CH:16]=1. The reactants are Cl[C:2]1[O:3][C:4]([N:9]2[CH2:14][CH2:13][O:12][CH2:11][CH2:10]2)=[CH:5][C:6](=[O:8])[CH:7]=1.[C:15]1(B(O)O)[C:23]2[C:22]3[CH:24]=[CH:25][CH:26]=[CH:27][C:21]=3[S:20][C:19]=2[CH:18]=[CH:17][CH:16]=1.C(=O)([O-])[O-].[K+].[K+].N#N. The catalyst is O1CCOCC1.C1C=CC([P]([Pd]([P](C2C=CC=CC=2)(C2C=CC=CC=2)C2C=CC=CC=2)([P](C2C=CC=CC=2)(C2C=CC=CC=2)C2C=CC=CC=2)[P](C2C=CC=CC=2)(C2C=CC=CC=2)C2C=CC=CC=2)(C2C=CC=CC=2)C2C=CC=CC=2)=CC=1. (4) The reactants are C(OC([N:8]1[CH:17]([CH2:18][N:19]([CH:21]([CH2:42][C:43]2[CH:48]=[CH:47][C:46]([Cl:49])=[CH:45][CH:44]=2)[C:22](=[O:41])[N:23]2[CH2:28][CH2:27][N:26]([C:29]3[CH:34]=[CH:33][CH:32]=[CH:31][C:30]=3[CH2:35][N:36]3[CH2:40][CH2:39][CH2:38][CH2:37]3)[CH2:25][CH2:24]2)[CH3:20])[CH2:16][C:15]2[C:10](=[CH:11][CH:12]=[CH:13][CH:14]=2)[CH2:9]1)=O)(C)(C)C.[ClH:50]. The catalyst is O1CCOCC1. The product is [ClH:49].[ClH:50].[ClH:49].[ClH:49].[Cl:49][C:46]1[CH:45]=[CH:44][C:43]([CH2:42][CH:21]([N:19]([CH3:20])[CH2:18][CH:17]2[CH2:16][C:15]3[C:10](=[CH:11][CH:12]=[CH:13][CH:14]=3)[CH2:9][NH:8]2)[C:22]([N:23]2[CH2:28][CH2:27][N:26]([C:29]3[CH:34]=[CH:33][CH:32]=[CH:31][C:30]=3[CH2:35][N:36]3[CH2:40][CH2:39][CH2:38][CH2:37]3)[CH2:25][CH2:24]2)=[O:41])=[CH:48][CH:47]=1. The yield is 0.970. (5) The reactants are [CH2:1]([N:8]1[CH2:12][CH2:11][CH:10]([OH:13])[CH2:9]1)[C:2]1[CH:7]=[CH:6][CH:5]=[CH:4][CH:3]=1.C(N(CC)CC)C.[S:21](Cl)([CH3:24])(=[O:23])=[O:22]. The catalyst is ClCCl. The product is [CH2:1]([N:8]1[CH2:12][CH2:11][C@H:10]([O:13][S:21]([CH3:24])(=[O:23])=[O:22])[CH2:9]1)[C:2]1[CH:3]=[CH:4][CH:5]=[CH:6][CH:7]=1. The yield is 0.840. (6) The reactants are [N:1]1([C:7]2[CH:8]=[C:9]3[C:13](=[CH:14][CH:15]=2)[NH:12][N:11]=[CH:10]3)[CH2:6][CH2:5][NH:4][CH2:3][CH2:2]1.[OH-].[Na+].[C:18]([O:22][C:23](=O)[O-:24])([CH3:21])([CH3:20])[CH3:19].O. The catalyst is O1CCOCC1. The product is [C:18]([O:22][C:23]([N:4]1[CH2:5][CH2:6][N:1]([C:7]2[CH:8]=[C:9]3[C:13](=[CH:14][CH:15]=2)[NH:12][N:11]=[CH:10]3)[CH2:2][CH2:3]1)=[O:24])([CH3:21])([CH3:20])[CH3:19]. The yield is 0.820. (7) The reactants are [CH3:1][O:2][CH2:3][CH2:4][CH2:5][O:6][C:7]1[CH:8]=[C:9]2[C:13](=[C:14]([N:16]([CH3:26])[S:17]([C:20]3[CH:25]=[CH:24][CH:23]=[CH:22][N:21]=3)(=[O:19])=[O:18])[CH:15]=1)[NH:12][C:11]([C:27]1[S:28][CH:29]([CH2:32][N:33]3[CH2:38][CH2:37][S:36][CH2:35][CH2:34]3)[CH2:30][N:31]=1)=[CH:10]2.CO.[OH:41]OS([O-])=O.[K+].S([O-])([O-])=O.[Na+].[Na+]. The catalyst is O1CCCC1.O. The product is [CH3:1][O:2][CH2:3][CH2:4][CH2:5][O:6][C:7]1[CH:8]=[C:9]2[C:13](=[C:14]([N:16]([CH3:26])[S:17]([C:20]3[CH:25]=[CH:24][CH:23]=[CH:22][N:21]=3)(=[O:19])=[O:18])[CH:15]=1)[NH:12][C:11]([C:27]1[S:28][CH:29]([CH2:32][N:33]3[CH2:34][CH2:35][S:36](=[O:41])[CH2:37][CH2:38]3)[CH2:30][N:31]=1)=[CH:10]2. The yield is 0.320. (8) The reactants are [NH:1]1[CH2:6][CH2:5][CH2:4][CH2:3][CH2:2]1.[C:7]1([C:13]([C:21]2[CH:26]=[CH:25][CH:24]=[CH:23][CH:22]=2)([C:15]2[CH:20]=[CH:19][CH:18]=[CH:17][CH:16]=2)Cl)[CH:12]=[CH:11][CH:10]=[CH:9][CH:8]=1.C(=O)([O-])[O-].[K+].[K+].C(=O)([O-])O.[Na+]. The catalyst is C(#N)C. The product is [C:7]1([C:13]([C:15]2[CH:16]=[CH:17][CH:18]=[CH:19][CH:20]=2)([C:21]2[CH:22]=[CH:23][CH:24]=[CH:25][CH:26]=2)[N:1]2[CH2:6][CH2:5][CH2:4][CH2:3][CH2:2]2)[CH:8]=[CH:9][CH:10]=[CH:11][CH:12]=1. The yield is 0.310.